This data is from NCI-60 drug combinations with 297,098 pairs across 59 cell lines. The task is: Regression. Given two drug SMILES strings and cell line genomic features, predict the synergy score measuring deviation from expected non-interaction effect. (1) Drug 1: C1CN1C2=NC(=NC(=N2)N3CC3)N4CC4. Drug 2: C#CCC(CC1=CN=C2C(=N1)C(=NC(=N2)N)N)C3=CC=C(C=C3)C(=O)NC(CCC(=O)O)C(=O)O. Cell line: HOP-62. Synergy scores: CSS=52.1, Synergy_ZIP=0.654, Synergy_Bliss=-0.502, Synergy_Loewe=-0.298, Synergy_HSA=-2.72. (2) Drug 1: C(=O)(N)NO. Drug 2: C1C(C(OC1N2C=NC3=C2NC=NCC3O)CO)O. Cell line: HCT116. Synergy scores: CSS=11.0, Synergy_ZIP=-4.23, Synergy_Bliss=-4.81, Synergy_Loewe=0.0626, Synergy_HSA=-3.16. (3) Synergy scores: CSS=8.80, Synergy_ZIP=-10.2, Synergy_Bliss=-12.8, Synergy_Loewe=-21.8, Synergy_HSA=-11.1. Cell line: SN12C. Drug 1: CC1CCC2CC(C(=CC=CC=CC(CC(C(=O)C(C(C(=CC(C(=O)CC(OC(=O)C3CCCCN3C(=O)C(=O)C1(O2)O)C(C)CC4CCC(C(C4)OC)OCCO)C)C)O)OC)C)C)C)OC. Drug 2: C1=NNC2=C1C(=O)NC=N2. (4) Drug 1: C1=CC(=CC=C1C#N)C(C2=CC=C(C=C2)C#N)N3C=NC=N3. Drug 2: C1=NNC2=C1C(=O)NC=N2. Cell line: EKVX. Synergy scores: CSS=3.06, Synergy_ZIP=-2.81, Synergy_Bliss=-6.13, Synergy_Loewe=-2.28, Synergy_HSA=-4.07.